This data is from Catalyst prediction with 721,799 reactions and 888 catalyst types from USPTO. The task is: Predict which catalyst facilitates the given reaction. (1) Reactant: [CH3:1][N:2]1[CH:7]2[CH2:8][CH2:9][CH:3]1[CH2:4][C:5]([C:10]1[C:18]3[C:13](=[CH:14][CH:15]=[C:16]([N+:19]([O-])=O)[CH:17]=3)[NH:12][CH:11]=1)=[CH:6]2.I.CS[C:25]([C:27]1[S:28][CH:29]=[CH:30][CH:31]=1)=[NH:26]. Product: [CH3:1][N:2]1[CH:7]2[CH2:8][CH2:9][CH:3]1[CH2:4][C:5]([C:10]1[C:18]3[C:13](=[CH:14][CH:15]=[C:16]([NH:19][C:25]([C:27]4[S:28][CH:29]=[CH:30][CH:31]=4)=[NH:26])[CH:17]=3)[NH:12][CH:11]=1)=[CH:6]2. The catalyst class is: 29. (2) Reactant: C([O:8][C:9]1[CH:10]=[CH:11][C:12]2[C:13]3[N:21]([CH2:22][C:23]([N:26]([CH:30]([CH3:32])[CH3:31])[C:27]([NH2:29])=[O:28])([CH3:25])[CH3:24])[C:20]([CH2:33][O:34][CH2:35][CH3:36])=[N:19][C:14]=3[CH:15]=[N:16][C:17]=2[CH:18]=1)C1C=CC=CC=1. Product: [CH2:35]([O:34][CH2:33][C:20]1[N:21]([CH2:22][C:23]([N:26]([CH:30]([CH3:31])[CH3:32])[C:27]([NH2:29])=[O:28])([CH3:25])[CH3:24])[C:13]2[C:12]3[CH:11]=[CH:10][C:9]([OH:8])=[CH:18][C:17]=3[N:16]=[CH:15][C:14]=2[N:19]=1)[CH3:36]. The catalyst class is: 63.